This data is from Full USPTO retrosynthesis dataset with 1.9M reactions from patents (1976-2016). The task is: Predict the reactants needed to synthesize the given product. (1) Given the product [CH3:16][O:31][C:29](=[O:30])[CH2:28][CH2:27][C:26]([NH:1][C:2]1[CH:11]=[C:10]([C:12]([F:13])([F:14])[F:15])[CH:9]=[CH:8][C:3]=1[C:4]([O:6][CH3:7])=[O:5])=[O:32], predict the reactants needed to synthesize it. The reactants are: [NH2:1][C:2]1[CH:11]=[C:10]([C:12]([F:15])([F:14])[F:13])[CH:9]=[CH:8][C:3]=1[C:4]([O:6][CH3:7])=[O:5].[CH3:16]CN(C(C)C)C(C)C.Cl[C:26](=[O:32])[CH2:27][CH2:28][C:29]([O-:31])=[O:30]. (2) Given the product [Cl:1][C:2]1[CH:3]=[C:4]([C:8]2[O:9][N:10]=[C:11]3[CH:16]=[CH:15][C:14]([CH:17]([C:19]4[CH:20]=[CH:21][C:22]([F:25])=[CH:23][CH:24]=4)[OH:18])=[CH:13][C:12]=23)[CH:5]=[CH:6][CH:7]=1, predict the reactants needed to synthesize it. The reactants are: [Cl:1][C:2]1[CH:3]=[C:4]([C:8]2[O:9][N:10]=[C:11]3[CH:16]=[CH:15][C:14]([C:17]([C:19]4[CH:24]=[CH:23][C:22]([F:25])=[CH:21][CH:20]=4)=[O:18])=[CH:13][C:12]=23)[CH:5]=[CH:6][CH:7]=1. (3) Given the product [S:1]1[C:5]([C:14]2[CH:15]=[N:16][CH:17]=[C:18]([Cl:20])[CH:19]=2)=[CH:4][C:3]2[CH:9]=[CH:10][CH:11]=[CH:12][C:2]1=2, predict the reactants needed to synthesize it. The reactants are: [S:1]1[C:5](B(O)O)=[CH:4][C:3]2[CH:9]=[CH:10][CH:11]=[CH:12][C:2]1=2.Br[C:14]1[CH:15]=[N:16][CH:17]=[C:18]([Cl:20])[CH:19]=1. (4) Given the product [CH:1]1([C:4]2[CH:5]=[C:6]([C:9]([NH:11][C:12]3[CH:13]=[C:14]([CH:18]([NH:22][C:23]4[C:32]5[C:27](=[C:28]([C:33]([NH2:35])=[O:34])[CH:29]=[CH:30][CH:31]=5)[N:26]=[CH:25][N:24]=4)[CH2:19][CH:20]=[O:21])[CH:15]=[CH:16][CH:17]=3)=[O:10])[NH:7][N:8]=2)[CH2:3][CH2:2]1, predict the reactants needed to synthesize it. The reactants are: [CH:1]1([C:4]2[CH:5]=[C:6]([C:9]([NH:11][C:12]3[CH:13]=[C:14]([CH:18]([NH:22][C:23]4[C:32]5[C:27](=[C:28]([C:33]([NH2:35])=[O:34])[CH:29]=[CH:30][CH:31]=5)[N:26]=[CH:25][N:24]=4)[CH2:19][CH2:20][OH:21])[CH:15]=[CH:16][CH:17]=3)=[O:10])[NH:7][N:8]=2)[CH2:3][CH2:2]1.CC(OI1(OC(C)=O)(OC(C)=O)OC(=O)C2C1=CC=CC=2)=O.O.[OH-].[Na+]. (5) Given the product [CH3:1][O:2][C:3]1[CH:4]=[C:5]([N:11]([CH2:12][CH2:13][C:14]2[CH:19]=[CH:18][C:17]([C:20]([F:22])([F:21])[F:23])=[CH:16][CH:15]=2)[C:26](=[O:27])[C@@H:25]([OH:24])[C:29]2[CH:34]=[CH:33][CH:32]=[CH:31][C:30]=2[O:35][CH3:36])[CH:6]=[CH:7][C:8]=1[O:9][CH3:10], predict the reactants needed to synthesize it. The reactants are: [CH3:1][O:2][C:3]1[CH:4]=[C:5]([NH:11][CH2:12][CH2:13][C:14]2[CH:19]=[CH:18][C:17]([C:20]([F:23])([F:22])[F:21])=[CH:16][CH:15]=2)[CH:6]=[CH:7][C:8]=1[O:9][CH3:10].[OH:24][CH:25]([C:29]1[CH:34]=[CH:33][CH:32]=[CH:31][C:30]=1[O:35][CH3:36])[C:26](O)=[O:27].CN(C(ON1N=NC2C=CC=NC1=2)=[N+](C)C)C.F[P-](F)(F)(F)(F)F.C(N(C(C)C)C(C)C)C.